This data is from NCI-60 drug combinations with 297,098 pairs across 59 cell lines. The task is: Regression. Given two drug SMILES strings and cell line genomic features, predict the synergy score measuring deviation from expected non-interaction effect. (1) Drug 1: C1=C(C(=O)NC(=O)N1)N(CCCl)CCCl. Drug 2: CC1=CC=C(C=C1)C2=CC(=NN2C3=CC=C(C=C3)S(=O)(=O)N)C(F)(F)F. Cell line: BT-549. Synergy scores: CSS=16.5, Synergy_ZIP=-10.2, Synergy_Bliss=-2.54, Synergy_Loewe=-12.9, Synergy_HSA=-2.67. (2) Drug 1: C1=CC(=CC=C1CCCC(=O)O)N(CCCl)CCCl. Drug 2: CN1C(=O)N2C=NC(=C2N=N1)C(=O)N. Cell line: OVCAR-5. Synergy scores: CSS=6.29, Synergy_ZIP=-4.28, Synergy_Bliss=-2.67, Synergy_Loewe=-13.6, Synergy_HSA=-6.08.